This data is from Full USPTO retrosynthesis dataset with 1.9M reactions from patents (1976-2016). The task is: Predict the reactants needed to synthesize the given product. (1) Given the product [NH2:1][C:2]1[C:3]([C:9]([NH:33][C:34]2[CH:39]=[CH:38][CH:37]=[CH:36][CH:35]=2)=[O:11])=[N:4][C:5]([Br:8])=[CH:6][N:7]=1, predict the reactants needed to synthesize it. The reactants are: [NH2:1][C:2]1[C:3]([C:9]([OH:11])=O)=[N:4][C:5]([Br:8])=[CH:6][N:7]=1.C(N1C=CN=C1)(N1C=CN=C1)=O.CCN(C(C)C)C(C)C.[NH2:33][C:34]1[CH:39]=[CH:38][CH:37]=[CH:36][CH:35]=1. (2) Given the product [Cl:1][C:2]1[C:7]([Cl:8])=[CH:6][CH:5]=[CH:4][C:3]=1[S:9]([N:12]([C:21]1[C:26]([O:27][CH3:28])=[N:25][C:24]([S:29][CH2:30][CH:40]([OH:41])[C:36]2[O:35][CH:39]=[CH:38][N:37]=2)=[CH:23][N:22]=1)[CH2:13][O:14][CH2:15][CH2:16][Si:17]([CH3:18])([CH3:19])[CH3:20])(=[O:10])=[O:11], predict the reactants needed to synthesize it. The reactants are: [Cl:1][C:2]1[C:7]([Cl:8])=[CH:6][CH:5]=[CH:4][C:3]=1[S:9]([N:12]([C:21]1[C:26]([O:27][CH3:28])=[N:25][C:24]([S:29][CH2:30][Si](C)(C)C)=[CH:23][N:22]=1)[CH2:13][O:14][CH2:15][CH2:16][Si:17]([CH3:20])([CH3:19])[CH3:18])(=[O:11])=[O:10].[O:35]1[CH:39]=[CH:38][N:37]=[C:36]1[CH:40]=[O:41].[F-].C([N+](CCCC)(CCCC)CCCC)CCC. (3) Given the product [F:20][C:2]([F:1])([F:19])[CH2:3][C:9]1[CH:10]=[CH:11][C:12]([C:15]([O:17][CH3:18])=[O:16])=[N:13][CH:14]=1, predict the reactants needed to synthesize it. The reactants are: [F:1][C:2]([F:20])([F:19])[CH:3]([C:9]1[CH:10]=[CH:11][C:12]([C:15]([O:17][CH3:18])=[O:16])=[N:13][CH:14]=1)OS(C)(=O)=O. (4) The reactants are: [CH2:1]([CH2:3][NH2:4])[OH:2].[C:5](OCC)(=[O:9])[C:6]([CH3:8])=[O:7]. Given the product [OH:2][CH2:1][CH2:3][NH:4][C:5](=[O:9])[C:6](=[O:7])[CH3:8], predict the reactants needed to synthesize it. (5) Given the product [OH:4][CH2:3][CH2:2][N:5]1[CH2:9][CH2:8][C@H:7]([NH:10][C:11](=[O:17])[O:12][C:13]([CH3:15])([CH3:14])[CH3:16])[CH2:6]1, predict the reactants needed to synthesize it. The reactants are: Br[CH2:2][CH2:3][OH:4].[NH:5]1[CH2:9][CH2:8][C@H:7]([NH:10][C:11](=[O:17])[O:12][C:13]([CH3:16])([CH3:15])[CH3:14])[CH2:6]1.CCN(CC)CC.